Dataset: Full USPTO retrosynthesis dataset with 1.9M reactions from patents (1976-2016). Task: Predict the reactants needed to synthesize the given product. (1) Given the product [NH2:1][C:4]1[CH:5]=[C:6]([CH:16]=[CH:17][CH:18]=1)[CH2:7][CH2:8][NH:9][C:10](=[O:15])[C:11]([F:12])([F:13])[F:14], predict the reactants needed to synthesize it. The reactants are: [N+:1]([C:4]1[CH:5]=[C:6]([CH:16]=[CH:17][CH:18]=1)[CH2:7][CH2:8][NH:9][C:10](=[O:15])[C:11]([F:14])([F:13])[F:12])([O-])=O. (2) Given the product [CH3:9][C:8]([NH:7][C:6](=[O:18])[O:5][C:1]([CH3:4])([CH3:3])[CH3:2])([C:11]1[CH:16]=[CH:15][C:14]([B:22]2[O:23][C:24]([CH3:26])([CH3:25])[C:20]([CH3:36])([CH3:19])[O:21]2)=[CH:13][CH:12]=1)[CH3:10], predict the reactants needed to synthesize it. The reactants are: [C:1]([O:5][C:6](=[O:18])[NH:7][C:8]([C:11]1[CH:16]=[CH:15][C:14](Br)=[CH:13][CH:12]=1)([CH3:10])[CH3:9])([CH3:4])([CH3:3])[CH3:2].[CH3:19][C:20]1([CH3:36])[C:24]([CH3:26])([CH3:25])[O:23][B:22]([B:22]2[O:23][C:24]([CH3:26])([CH3:25])[C:20]([CH3:36])([CH3:19])[O:21]2)[O:21]1.C([O-])(=O)C.[K+]. (3) Given the product [CH3:28][C:13]1([CH3:29])[CH2:14][CH:15]([N:17]([CH:18]2[CH2:23][C:22]([CH3:25])([CH3:24])[NH:21][C:20]([CH3:27])([CH3:26])[CH2:19]2)[C:1]2[N:6]=[C:5]([NH:31][CH:32]3[CH2:33][C:34]([CH3:41])([CH3:40])[NH:35][C:36]([CH3:39])([CH3:38])[CH2:37]3)[N:4]=[C:3]([NH:17][CH:15]3[CH2:16][C:11]([CH3:30])([CH3:10])[NH:12][C:13]([CH3:29])([CH3:28])[CH2:14]3)[N:2]=2)[CH2:16][C:11]([CH3:30])([CH3:10])[NH:12]1, predict the reactants needed to synthesize it. The reactants are: [C:1]1(Cl)[N:6]=[C:5](Cl)[N:4]=[C:3](Cl)[N:2]=1.[CH3:10][C:11]1([CH3:30])[CH2:16][CH:15]([NH:17][CH:18]2[CH2:23][C:22]([CH3:25])([CH3:24])[NH:21][C:20]([CH3:27])([CH3:26])[CH2:19]2)[CH2:14][C:13]([CH3:29])([CH3:28])[NH:12]1.[NH2:31][CH:32]1[CH2:37][C:36]([CH3:39])([CH3:38])[NH:35][C:34]([CH3:41])([CH3:40])[CH2:33]1.[OH-].[Na+]. (4) Given the product [C:18]([O:21][C:22]([NH:8][C@H:9]([CH3:16])[C@@H:10]([CH2:14][CH3:15])[C:11]([OH:13])=[O:12])=[O:23])([CH3:20])([CH3:19])[CH3:17], predict the reactants needed to synthesize it. The reactants are: C(N(CC)CC)C.[NH2:8][C@H:9]([CH3:16])[C@@H:10]([CH2:14][CH3:15])[C:11]([OH:13])=[O:12].[CH3:17][C:18]([O:21][C:22](O[C:22]([O:21][C:18]([CH3:20])([CH3:19])[CH3:17])=[O:23])=[O:23])([CH3:20])[CH3:19]. (5) Given the product [Cl:3][C:4]1[CH:9]=[CH:8][C:7]([C:10]2[CH2:14][C:13]([C:19]3[CH:24]=[C:23]([Cl:25])[CH:22]=[C:21]([Cl:26])[CH:20]=3)([C:15]([F:18])([F:17])[F:16])[O:12][N:11]=2)=[CH:6][C:5]=1[N:27]([NH2:50])[C:28]([O:29][C:30]([CH3:31])([CH3:33])[CH3:32])=[O:34], predict the reactants needed to synthesize it. The reactants are: [H-].[Na+].[Cl:3][C:4]1[CH:9]=[CH:8][C:7]([C:10]2[CH2:14][C:13]([C:19]3[CH:24]=[C:23]([Cl:25])[CH:22]=[C:21]([Cl:26])[CH:20]=3)([C:15]([F:18])([F:17])[F:16])[O:12][N:11]=2)=[CH:6][C:5]=1[NH:27][C:28](=[O:34])[O:29][C:30]([CH3:33])([CH3:32])[CH3:31].C1(P(O[NH2:50])(C2C=CC=CC=2)=O)C=CC=CC=1.O.